This data is from Reaction yield outcomes from USPTO patents with 853,638 reactions. The task is: Predict the reaction yield, written as a fraction of the theoretical maximum amount of product (1.0 means a 100% yield; for example, 0.34 means a 34% yield). (1) The reactants are [Cl:1][C:2]1[CH:3]=[C:4]2[C:9](=[CH:10][CH:11]=1)[N:8]=[C:7]1[CH2:12][CH2:13][CH2:14][CH2:15][CH2:16][C:6]1=[C:5]2Cl.[OH2:18]. The catalyst is CC(O)=O. The product is [Cl:1][C:2]1[CH:3]=[C:4]2[C:9](=[CH:10][CH:11]=1)[NH:8][C:7]1[CH2:12][CH2:13][CH2:14][CH2:15][CH2:16][C:6]=1[C:5]2=[O:18]. The yield is 0.890. (2) The reactants are [CH:1]1[CH:6]=[CH:5][C:4]([CH2:7][O:8][C:9]([C@@H:11]([NH:17][C:18]([O:20][CH2:21][C:22]2[CH:27]=[CH:26][CH:25]=[CH:24][CH:23]=2)=[O:19])[CH2:12][CH2:13][C:14]([OH:16])=O)=[O:10])=[CH:3][CH:2]=1.C([O-])(=O)[CH2:29][C:30]([O-:32])=[O:31].[CH2:35]([Mg+2])[CH3:36]. The catalyst is C1COCC1. The product is [CH2:35]([O:32][C:30](=[O:31])[CH2:29][C:14](=[O:16])[CH2:13][CH2:12][C@H:11]([NH:17][C:18]([O:20][CH2:21][C:22]1[CH:27]=[CH:26][CH:25]=[CH:24][CH:23]=1)=[O:19])[C:9]([O:8][CH2:7][C:4]1[CH:3]=[CH:2][CH:1]=[CH:6][CH:5]=1)=[O:10])[CH3:36]. The yield is 0.400.